This data is from Full USPTO retrosynthesis dataset with 1.9M reactions from patents (1976-2016). The task is: Predict the reactants needed to synthesize the given product. Given the product [CH2:1]([O:8][C:9]1[CH:10]=[C:11]([S:15][C:16]2[CH:21]=[CH:20][C:19]([CH2:22][CH2:23][CH2:24][C:25]([CH2:33][O:34][CH2:35][O:36][CH3:37])([CH2:30][C:31]#[CH:32])[C:26]([OH:28])=[O:27])=[C:18]([Cl:38])[CH:17]=2)[CH:12]=[CH:13][CH:14]=1)[C:2]1[CH:3]=[CH:4][CH:5]=[CH:6][CH:7]=1, predict the reactants needed to synthesize it. The reactants are: [CH2:1]([O:8][C:9]1[CH:10]=[C:11]([S:15][C:16]2[CH:21]=[CH:20][C:19]([CH2:22][CH2:23][CH2:24][C:25]([CH2:33][O:34][CH2:35][O:36][CH3:37])([CH2:30][C:31]#[CH:32])[C:26]([O:28]C)=[O:27])=[C:18]([Cl:38])[CH:17]=2)[CH:12]=[CH:13][CH:14]=1)[C:2]1[CH:7]=[CH:6][CH:5]=[CH:4][CH:3]=1.CO.C1COCC1.[OH-].[Na+].